Dataset: NCI-60 drug combinations with 297,098 pairs across 59 cell lines. Task: Regression. Given two drug SMILES strings and cell line genomic features, predict the synergy score measuring deviation from expected non-interaction effect. (1) Drug 1: CC=C1C(=O)NC(C(=O)OC2CC(=O)NC(C(=O)NC(CSSCCC=C2)C(=O)N1)C(C)C)C(C)C. Drug 2: CC1CCC2CC(C(=CC=CC=CC(CC(C(=O)C(C(C(=CC(C(=O)CC(OC(=O)C3CCCCN3C(=O)C(=O)C1(O2)O)C(C)CC4CCC(C(C4)OC)OCCO)C)C)O)OC)C)C)C)OC. Cell line: SN12C. Synergy scores: CSS=13.9, Synergy_ZIP=1.66, Synergy_Bliss=6.33, Synergy_Loewe=-46.2, Synergy_HSA=1.94. (2) Drug 2: C(=O)(N)NO. Drug 1: C1CCC(C1)C(CC#N)N2C=C(C=N2)C3=C4C=CNC4=NC=N3. Synergy scores: CSS=6.75, Synergy_ZIP=-4.29, Synergy_Bliss=-5.09, Synergy_Loewe=-5.81, Synergy_HSA=-5.42. Cell line: MCF7.